From a dataset of Catalyst prediction with 721,799 reactions and 888 catalyst types from USPTO. Predict which catalyst facilitates the given reaction. (1) Reactant: BrBr.[NH2:3][C:4]([NH2:6])=[S:5].CC[N:9](C(C)C)[CH:10]([CH3:12])[CH3:11].CCOC(C)=O.[CH2:22]1[CH2:26][O:25][CH2:24][CH2:23]1. Product: [NH2:3][C:4]1[S:5][C:23]2[C:24](=[O:25])[NH:9][C:10]([CH3:12])([CH3:11])[CH2:26][C:22]=2[N:6]=1. The catalyst class is: 6. (2) Reactant: [OH-].C[N+](C)(C)C.C[Si](OCC)(OCC)[O:9][CH2:10]C.CS(C(C)O[Si]([C:29]1[CH:34]=[CH:33]C=CC=1)(OC)OC)(=O)=O.Cl.[C:37]([O:40]CC)(=[O:39])[CH3:38]. Product: [C:37]([O:40][CH:34]([CH3:29])[CH2:33][O:9][CH3:10])(=[O:39])[CH3:38]. The catalyst class is: 283.